This data is from Reaction yield outcomes from USPTO patents with 853,638 reactions. The task is: Predict the reaction yield, written as a fraction of the theoretical maximum amount of product (1.0 means a 100% yield; for example, 0.34 means a 34% yield). (1) The reactants are [O:1]1[CH:5]=[CH:4][CH:3]=[C:2]1[C:6]1[CH:7]=[C:8]([NH2:15])[CH:9]=[C:10]([N+:12]([O-:14])=[O:13])[CH:11]=1.C(N(CC)CC)C.[F:23][C:24]([F:37])([F:36])[S:25](O[S:25]([C:24]([F:37])([F:36])[F:23])(=[O:27])=[O:26])(=[O:27])=[O:26].[OH-].[Na+]. The catalyst is ClCCl. The product is [F:23][C:24]([F:37])([F:36])[S:25]([NH:15][C:8]1[CH:9]=[C:10]([N+:12]([O-:14])=[O:13])[CH:11]=[C:6]([C:2]2[O:1][CH:5]=[CH:4][CH:3]=2)[CH:7]=1)(=[O:27])=[O:26]. The yield is 0.0664. (2) The yield is 0.510. The reactants are [CH2:1]([N:8]1[CH2:12][CH:11]([C:13]2[CH:18]=[CH:17][C:16]([Cl:19])=[C:15]([Cl:20])[CH:14]=2)[CH:10]([NH2:21])[CH2:9]1)[C:2]1[CH:7]=[CH:6][CH:5]=[CH:4][CH:3]=1.[C:22]([O-])([O-])=O.[K+].[K+].ClC(OCC)=O.B. The product is [CH2:1]([N:8]1[CH2:12][C@@H:11]([C:13]2[CH:18]=[CH:17][C:16]([Cl:19])=[C:15]([Cl:20])[CH:14]=2)[C@H:10]([NH:21][CH3:22])[CH2:9]1)[C:2]1[CH:3]=[CH:4][CH:5]=[CH:6][CH:7]=1. The catalyst is C1COCC1.O. (3) The yield is 1.00. No catalyst specified. The product is [CH:8]([C:6]1[CH:5]=[CH:4][N:3]=[C:2]([C:17]2[CH:18]=[C:19]([CH:22]=[CH:23][CH:24]=2)[C:20]#[N:21])[CH:7]=1)=[O:9]. The reactants are Br[C:2]1[CH:7]=[C:6]([CH:8]=[O:9])[CH:5]=[CH:4][N:3]=1.CC1(C)COB([C:17]2[CH:18]=[C:19]([CH:22]=[CH:23][CH:24]=2)[C:20]#[N:21])OC1. (4) The reactants are [NH2:1][C:2]1[C:7]2=[C:8](Br)[CH:9]=[C:10]([CH:11]3[CH2:16][CH2:15][N:14]([C:17]([O:19][C:20]([CH3:23])([CH3:22])[CH3:21])=[O:18])[CH2:13][CH2:12]3)[N:6]2[N:5]=[CH:4][N:3]=1.[C:25]1([NH:31][C:32]([C:34]2[CH:35]=[C:36](B(O)O)[CH:37]=[CH:38][CH:39]=2)=[O:33])[CH:30]=[CH:29][CH:28]=[CH:27][CH:26]=1. No catalyst specified. The product is [NH2:1][C:2]1[C:7]2=[C:8]([C:36]3[CH:37]=[CH:38][CH:39]=[C:34]([C:32]([NH:31][C:25]4[CH:30]=[CH:29][CH:28]=[CH:27][CH:26]=4)=[O:33])[CH:35]=3)[CH:9]=[C:10]([CH:11]3[CH2:16][CH2:15][N:14]([C:17]([O:19][C:20]([CH3:23])([CH3:22])[CH3:21])=[O:18])[CH2:13][CH2:12]3)[N:6]2[N:5]=[CH:4][N:3]=1. The yield is 0.960.